From a dataset of Full USPTO retrosynthesis dataset with 1.9M reactions from patents (1976-2016). Predict the reactants needed to synthesize the given product. (1) Given the product [CH2:16]([O:15][C:13]([CH:12]1[CH2:18][CH2:19][N:9]([C:3]2[CH:4]=[CH:5][CH:6]=[CH:7][C:2]=2[F:1])[CH2:10][CH2:11]1)=[O:14])[CH3:17], predict the reactants needed to synthesize it. The reactants are: [F:1][C:2]1[CH:7]=[CH:6][CH:5]=[CH:4][C:3]=1I.[NH:9]1[CH2:19][CH2:18][CH:12]([C:13]([O:15][CH2:16][CH3:17])=[O:14])[CH2:11][CH2:10]1.C(=O)([O-])[O-].[K+].[K+].N1CCC[C@H]1C(O)=O. (2) Given the product [CH:22]1([CH2:28][N:11]2[C:8]3=[N:9][CH:10]=[C:5]([S:2]([CH3:1])(=[O:4])=[O:3])[CH:6]=[C:7]3[CH:13]=[C:12]2[C:14]2[N:19]=[CH:18][CH:17]=[CH:16][N:15]=2)[CH2:27][CH2:26][CH2:25][CH2:24][CH2:23]1, predict the reactants needed to synthesize it. The reactants are: [CH3:1][S:2]([C:5]1[CH:6]=[C:7]2[CH:13]=[C:12]([C:14]3[N:19]=[CH:18][CH:17]=[CH:16][N:15]=3)[NH:11][C:8]2=[N:9][CH:10]=1)(=[O:4])=[O:3].[H-].[Na+].[CH:22]1([CH2:28]Br)[CH2:27][CH2:26][CH2:25][CH2:24][CH2:23]1.C(=O)([O-])O.[Na+]. (3) Given the product [CH3:28][N:29]([CH3:34])[CH2:30][C:31]([NH:1][C:2]1[CH:3]=[CH:4][C:5]([S:8][C:9]2[C:18]3[C:13](=[CH:14][CH:15]=[CH:16][CH:17]=3)[NH:12]/[C:11](=[C:19]3/[C:20]([CH2:25][CH2:26][CH3:27])=[N:21][NH:22][C:23]/3=[O:24])/[CH:10]=2)=[CH:6][CH:7]=1)=[O:32], predict the reactants needed to synthesize it. The reactants are: [NH2:1][C:2]1[CH:7]=[CH:6][C:5]([S:8][C:9]2[C:18]3[C:13](=[CH:14][CH:15]=[CH:16][CH:17]=3)[NH:12]/[C:11](=[C:19]3/[C:20]([CH2:25][CH2:26][CH3:27])=[N:21][NH:22][C:23]/3=[O:24])/[CH:10]=2)=[CH:4][CH:3]=1.[CH3:28][N:29]([CH3:34])[CH2:30][C:31](Cl)=[O:32]. (4) Given the product [NH2:3][CH2:12][CH2:13][CH2:14][CH2:15][CH2:16][CH2:17][N:18]([CH2:33][CH2:34][C:35]1[CH:40]=[CH:39][C:38]([NH:41][S:42]([CH3:45])(=[O:44])=[O:43])=[CH:37][CH:36]=1)[CH2:19][CH2:20][O:21][C:22]1[CH:23]=[CH:24][C:25]([NH:28][S:29]([CH3:32])(=[O:30])=[O:31])=[CH:26][CH:27]=1, predict the reactants needed to synthesize it. The reactants are: O=C1C2C(=CC=CC=2)C(=O)[N:3]1[CH2:12][CH2:13][CH2:14][CH2:15][CH2:16][CH2:17][N:18]([CH2:33][CH2:34][C:35]1[CH:40]=[CH:39][C:38]([NH:41][S:42]([CH3:45])(=[O:44])=[O:43])=[CH:37][CH:36]=1)[CH2:19][CH2:20][O:21][C:22]1[CH:27]=[CH:26][C:25]([NH:28][S:29]([CH3:32])(=[O:31])=[O:30])=[CH:24][CH:23]=1. (5) Given the product [CH3:15][O:14][C:6]1[CH:7]=[C:8]([N+:11]([O-:13])=[O:12])[CH:9]=[CH:10][C:5]=1[O:4][CH2:3][CH2:2][N:18]1[CH2:19][CH2:20][CH:17]([OH:27])[CH2:16]1, predict the reactants needed to synthesize it. The reactants are: Br[CH2:2][CH2:3][O:4][C:5]1[CH:10]=[CH:9][C:8]([N+:11]([O-:13])=[O:12])=[CH:7][C:6]=1[O:14][CH3:15].[CH2:16]([N:18](CC)[CH2:19][CH3:20])[CH3:17].CN(C=[O:27])C. (6) Given the product [ClH:1].[CH2:45]1[C:55]2=[C:56]3[C:51](=[CH:52][CH:53]=[CH:54]2)[C:50]([CH2:57][N:58]([CH3:59])[C:22](=[O:24])/[CH:21]=[CH:20]/[C:17]2[CH:18]=[N:19][C:13]4[NH:12][C:11](=[O:25])[N:10]([CH2:9][CH2:8][N:2]5[CH2:7][CH2:6][O:5][CH2:4][CH2:3]5)[CH2:15][C:14]=4[CH:16]=2)=[CH:49][CH:48]=[C:47]3[CH2:46]1, predict the reactants needed to synthesize it. The reactants are: [ClH:1].[N:2]1([CH2:8][CH2:9][N:10]2[CH2:15][C:14]3[CH:16]=[C:17](/[CH:20]=[CH:21]/[C:22]([OH:24])=O)[CH:18]=[N:19][C:13]=3[NH:12][C:11]2=[O:25])[CH2:7][CH2:6][O:5][CH2:4][CH2:3]1.Cl.CN1CC2C=C(/C=C/C(O)=O)C=NC=2NC(=O)C1.[CH2:45]1[C:55]2=[C:56]3[C:51](=[CH:52][CH:53]=[CH:54]2)[C:50]([CH2:57][NH:58][CH3:59])=[CH:49][CH:48]=[C:47]3[CH2:46]1.CNCC1C=CC2C(=CC=CC=2)C=1CCC. (7) Given the product [CH3:9][N:8]([CH:10]1[CH2:14][CH2:13][N:12]([C:17]2[CH:22]=[CH:21][N:20]=[CH:19][CH:18]=2)[CH2:11]1)[C:6](=[O:7])[O:5][C:1]([CH3:4])([CH3:2])[CH3:3], predict the reactants needed to synthesize it. The reactants are: [C:1]([O:5][C:6]([N:8]([CH:10]1[CH2:14][CH2:13][NH:12][CH2:11]1)[CH3:9])=[O:7])([CH3:4])([CH3:3])[CH3:2].Cl.Cl[C:17]1[CH:22]=[CH:21][N:20]=[CH:19][CH:18]=1.CCN(C(C)C)C(C)C. (8) Given the product [OH:30][C@@:23]1([C:21]#[C:22][C:2]2[CH:3]=[C:4]([C:8]3[N:17]=[C:16]([C:18]([NH2:20])=[O:19])[C:15]4[CH2:14][CH2:13][CH2:12][CH2:11][C:10]=4[N:9]=3)[CH:5]=[CH:6][CH:7]=2)[CH2:27][CH2:26][N:25]([CH3:28])[C:24]1=[O:29], predict the reactants needed to synthesize it. The reactants are: Br[C:2]1[CH:3]=[C:4]([C:8]2[N:17]=[C:16]([C:18]([NH2:20])=[O:19])[C:15]3[CH2:14][CH2:13][CH2:12][CH2:11][C:10]=3[N:9]=2)[CH:5]=[CH:6][CH:7]=1.[C:21]([C@:23]1([OH:30])[CH2:27][CH2:26][N:25]([CH3:28])[C:24]1=[O:29])#[CH:22].